From a dataset of Catalyst prediction with 721,799 reactions and 888 catalyst types from USPTO. Predict which catalyst facilitates the given reaction. (1) Reactant: Cl.[CH2:2]1[C:11]2[C:6](=[CH:7][CH:8]=[CH:9][CH:10]=2)[CH2:5][CH2:4][C@@H:3]1[NH2:12].C(N(CC)CC)C.[F:20][C:21]1[CH:29]=[CH:28][C:24]([C:25](Cl)=[O:26])=[CH:23][CH:22]=1.O. Product: [F:20][C:21]1[CH:29]=[CH:28][C:24]([C:25]([NH:12][C@H:3]2[CH2:4][CH2:5][C:6]3[C:11](=[CH:10][CH:9]=[CH:8][CH:7]=3)[CH2:2]2)=[O:26])=[CH:23][CH:22]=1. The catalyst class is: 96. (2) The catalyst class is: 295. Reactant: [Cl-].[Al+3].[Cl-].[Cl-].[N-:5]=[N+:6]=[N-:7].[Na+].[C:9]1([C:15]2[CH2:21][CH2:20][CH2:19][C:18]3[CH:22]=[CH:23][CH:24]=[CH:25][C:17]=3[C:16]=2[C:26]2[CH:31]=[CH:30][C:29]([CH:32]=[CH:33][C:34]#[N:35])=[CH:28][CH:27]=2)[CH:14]=[CH:13][CH:12]=[CH:11][CH:10]=1. Product: [C:9]1([C:15]2[CH2:21][CH2:20][CH2:19][C:18]3[CH:22]=[CH:23][CH:24]=[CH:25][C:17]=3[C:16]=2[C:26]2[CH:27]=[CH:28][C:29]([CH:32]=[CH:33][C:34]3[NH:35][N:7]=[N:6][N:5]=3)=[CH:30][CH:31]=2)[CH:10]=[CH:11][CH:12]=[CH:13][CH:14]=1. (3) Reactant: [C:1]([NH:4][C:5]1[CH:13]=[CH:12][CH:11]=[C:10]2[C:6]=1[C:7](=[O:35])[N:8]([CH:15]([C:20]1[CH:25]=[CH:24][C:23]([O:26][CH:27]([F:29])[F:28])=[C:22]([O:30][CH2:31][CH:32]3[CH2:34][CH2:33]3)[CH:21]=1)[CH2:16][C:17](O)=[O:18])[C:9]2=[O:14])(=[O:3])[CH3:2].[C:36](N1C=CN=C1)([N:38]1C=CN=[CH:39]1)=O.CNC.O. Product: [C:1]([NH:4][C:5]1[CH:13]=[CH:12][CH:11]=[C:10]2[C:6]=1[C:7](=[O:35])[N:8]([CH:15]([C:20]1[CH:25]=[CH:24][C:23]([O:26][CH:27]([F:28])[F:29])=[C:22]([O:30][CH2:31][CH:32]3[CH2:34][CH2:33]3)[CH:21]=1)[CH2:16][C:17]([N:38]([CH3:39])[CH3:36])=[O:18])[C:9]2=[O:14])(=[O:3])[CH3:2]. The catalyst class is: 7. (4) Reactant: [CH3:1][C@@:2]1([C:8]2[CH:17]=[CH:16][C:15]3[C:10](=[CH:11][CH:12]=[C:13]([O:18][CH:19]4[CH2:24][CH2:23][CH:22]([CH2:25][CH2:26][CH2:27][CH2:28][CH3:29])[CH2:21][CH2:20]4)[CH:14]=3)[CH:9]=2)[CH2:6][O:5]C(=O)[NH:3]1.C(O)C.O.[OH-].[Li+]. Product: [NH2:3][C@@:2]([C:8]1[CH:17]=[CH:16][C:15]2[C:10](=[CH:11][CH:12]=[C:13]([O:18][CH:19]3[CH2:20][CH2:21][CH:22]([CH2:25][CH2:26][CH2:27][CH2:28][CH3:29])[CH2:23][CH2:24]3)[CH:14]=2)[CH:9]=1)([CH3:1])[CH2:6][OH:5]. The catalyst class is: 6. (5) Reactant: Cl[C:2]1[C:7]2[C:8](=[O:28])[N:9]([C:13]3[CH:14]=[CH:15][C:16]([O:19][CH2:20][C:21]([CH3:27])([CH3:26])[C:22]([O:24][CH3:25])=[O:23])=[N:17][CH:18]=3)[CH2:10][CH2:11][O:12][C:6]=2[N:5]=[CH:4][N:3]=1.[NH3:29]. Product: [NH2:29][C:2]1[C:7]2[C:8](=[O:28])[N:9]([C:13]3[CH:14]=[CH:15][C:16]([O:19][CH2:20][C:21]([CH3:27])([CH3:26])[C:22]([O:24][CH3:25])=[O:23])=[N:17][CH:18]=3)[CH2:10][CH2:11][O:12][C:6]=2[N:5]=[CH:4][N:3]=1. The catalyst class is: 12. (6) Reactant: [F:1][C:2]1[CH:7]=[CH:6][C:5]([S:8](Cl)(=[O:10])=[O:9])=[CH:4][CH:3]=1.S([O-])([O-])=O.[Na+].[Na+].C(=O)(O)[O-].[Na+].Br[CH2:24][Cl:25]. Product: [Cl:25][CH2:24][S:8]([C:5]1[CH:6]=[CH:7][C:2]([F:1])=[CH:3][CH:4]=1)(=[O:10])=[O:9]. The catalyst class is: 6. (7) Product: [CH3:1][C:2]1[CH:3]=[CH:4][C:5]([N:11]2[N:15]=[CH:14][CH:13]=[N:12]2)=[C:6]([CH:10]=1)[C:7]([N:21]1[CH2:22][CH2:23][CH2:24][C@H:20]1[C:19]([O:18][CH3:17])=[O:25])=[O:9]. Reactant: [CH3:1][C:2]1[CH:3]=[CH:4][C:5]([N:11]2[N:15]=[CH:14][CH:13]=[N:12]2)=[C:6]([CH:10]=1)[C:7]([OH:9])=O.Cl.[CH3:17][O:18][C:19](=[O:25])[C@@H:20]1[CH2:24][CH2:23][CH2:22][NH:21]1.CCN(C(C)C)C(C)C.CN(C(ON1N=NC2C=CC=NC1=2)=[N+](C)C)C.F[P-](F)(F)(F)(F)F. The catalyst class is: 2. (8) The catalyst class is: 229. Reactant: [NH2:1][CH:2]1[CH:10]([CH2:11][C:12]2[CH:17]=[CH:16][CH:15]=[CH:14][CH:13]=2)[C:9]2[C:4](=[CH:5][C:6]([F:31])=[C:7]([O:18][CH2:19][CH2:20][NH:21][S:22]([C:25]3[N:26]=[CH:27][N:28]([CH3:30])[CH:29]=3)(=[O:24])=[O:23])[CH:8]=2)[CH2:3]1.Br[CH2:33][CH2:34][CH2:35]Br.C(=O)([O-])[O-].[K+].[K+].C(#N)C. Product: [N:1]1([C@H:2]2[C@@H:10]([CH2:11][C:12]3[CH:13]=[CH:14][CH:15]=[CH:16][CH:17]=3)[C:9]3[C:4](=[CH:5][C:6]([F:31])=[C:7]([O:18][CH2:19][CH2:20][NH:21][S:22]([C:25]4[N:26]=[CH:27][N:28]([CH3:30])[CH:29]=4)(=[O:24])=[O:23])[CH:8]=3)[CH2:3]2)[CH2:35][CH2:34][CH2:33]1.